Dataset: Forward reaction prediction with 1.9M reactions from USPTO patents (1976-2016). Task: Predict the product of the given reaction. (1) Given the reactants [F:1][C:2]1[CH:7]=[CH:6][C:5]([C:8]2[CH:9]=[CH:10][C:11]3[N:12]=[C:13]([NH:23][CH2:24][C:25]4[CH:30]=[CH:29][C:28]([S:31]([NH2:34])(=[O:33])=[O:32])=[CH:27][CH:26]=4)[N:14]=[C:15](N4C=NN=C4)[C:16]=3[N:17]=2)=[CH:4][CH:3]=1.[CH3:35][CH2:36][O-:37].[Na+].CCO, predict the reaction product. The product is: [CH2:36]([O:37][C:15]1[C:16]2[N:17]=[C:8]([C:5]3[CH:6]=[CH:7][C:2]([F:1])=[CH:3][CH:4]=3)[CH:9]=[CH:10][C:11]=2[N:12]=[C:13]([NH:23][CH2:24][C:25]2[CH:26]=[CH:27][C:28]([S:31]([NH2:34])(=[O:33])=[O:32])=[CH:29][CH:30]=2)[N:14]=1)[CH3:35]. (2) Given the reactants [Br:1][C:2]1[CH:3]=[C:4]([NH2:21])[C:5]([NH:8][CH2:9][C:10]2[CH:20]=[CH:19][C:13]3[N:14]=[C:15]([S:17][CH3:18])[S:16][C:12]=3[CH:11]=2)=[CH:6][CH:7]=1.Br[C:23]1C=C(NCC2C=CC3N=C(SC)SC=3C=2)C(N)=CC=1OC, predict the reaction product. The product is: [Br:1][C:2]1[CH:7]=[CH:6][C:5]2[N:8]([CH2:9][C:10]3[CH:20]=[CH:19][C:13]4[N:14]=[C:15]([S:17][CH3:18])[S:16][C:12]=4[CH:11]=3)[CH:23]=[N:21][C:4]=2[CH:3]=1. (3) Given the reactants [CH2:1]([O:3][C:4]([C:6]1[C:7](=[O:29])[C:8]2[CH:13]=[N:12][C:11](S(C)(=O)=O)=[N:10][C:9]=2[N:18]([C:20]2[CH:21]=[C:22]3[C:26](=[CH:27][CH:28]=2)[CH2:25][CH2:24][CH2:23]3)[CH:19]=1)=[O:5])[CH3:2].OC(C(F)(F)F)=O.OC(C(F)(F)F)=O.[NH2:44][C:45]1[CH:50]=[CH:49][C:48]([CH:51]2[CH2:56][CH2:55][N:54]([C:57](=[O:62])[CH2:58][N:59]([CH3:61])[CH3:60])[CH2:53][CH2:52]2)=[CH:47][CH:46]=1, predict the reaction product. The product is: [CH2:1]([O:3][C:4]([C:6]1[C:7](=[O:29])[C:8]2[CH:13]=[N:12][C:11]([NH:44][C:45]3[CH:50]=[CH:49][C:48]([CH:51]4[CH2:52][CH2:53][N:54]([C:57](=[O:62])[CH2:58][N:59]([CH3:60])[CH3:61])[CH2:55][CH2:56]4)=[CH:47][CH:46]=3)=[N:10][C:9]=2[N:18]([C:20]2[CH:21]=[C:22]3[C:26](=[CH:27][CH:28]=2)[CH2:25][CH2:24][CH2:23]3)[CH:19]=1)=[O:5])[CH3:2]. (4) Given the reactants [OH:1][C:2]([CH3:33])([CH3:32])[C@H:3]([NH:5][C:6]([C:8]1[C:16]2[C:11](=[N:12][CH:13]=[C:14]([C:17]3[CH:18]=[N:19][N:20]([CH2:22][CH3:23])[CH:21]=3)[N:15]=2)[N:10](COCC[Si](C)(C)C)[CH:9]=1)=[O:7])[CH3:4].C(O)(C(F)(F)F)=O.C(N)CN, predict the reaction product. The product is: [OH:1][C:2]([CH3:32])([CH3:33])[C@H:3]([NH:5][C:6]([C:8]1[C:16]2[C:11](=[N:12][CH:13]=[C:14]([C:17]3[CH:18]=[N:19][N:20]([CH2:22][CH3:23])[CH:21]=3)[N:15]=2)[NH:10][CH:9]=1)=[O:7])[CH3:4]. (5) Given the reactants [CH:1]1([CH2:4][C@@H:5]2[NH:10][C:9](=[O:11])[C@H:8]([CH2:12][CH:13]([CH3:15])[CH3:14])[NH:7][CH2:6]2)[CH2:3][CH2:2]1.[S:16]1[CH:20]=[CH:19][CH:18]=[C:17]1[C:21]1[O:25][N:24]=[C:23]([C:26](O)=[O:27])[CH:22]=1.C([C@@H]1N(C(=O)/C=C/C2C=CC=CC=2)C[C@H](CC(C)C)NC1=O)C(C)C, predict the reaction product. The product is: [CH:1]1([CH2:4][C@@H:5]2[NH:10][C:9](=[O:11])[C@H:8]([CH2:12][CH:13]([CH3:15])[CH3:14])[N:7]([C:26]([C:23]3[CH:22]=[C:21]([C:17]4[S:16][CH:20]=[CH:19][CH:18]=4)[O:25][N:24]=3)=[O:27])[CH2:6]2)[CH2:2][CH2:3]1. (6) Given the reactants [Cl:1][C:2]1[CH:20]=[CH:19][C:5]([NH:6][C:7](=[O:18])[C:8]2[CH:13]=[CH:12][CH:11]=[C:10]([OH:14])[C:9]=2[N+:15]([O-])=O)=[CH:4][CH:3]=1.O.[Cl-].[NH4+:23], predict the reaction product. The product is: [NH3:6].[Cl:1][C:2]1[CH:20]=[CH:19][C:5]([NH:6][C:7](=[O:18])[C:8]2[CH:13]=[CH:12][CH:11]=[C:10]([OH:14])[C:9]=2[NH:15][CH2:7][CH:8]2[CH2:13][CH2:12][N:23]([CH:2]([CH3:20])[CH3:3])[CH2:10][CH2:9]2)=[CH:4][CH:3]=1.